From a dataset of Forward reaction prediction with 1.9M reactions from USPTO patents (1976-2016). Predict the product of the given reaction. (1) Given the reactants C(OC([NH:8][CH2:9][C:10]1[CH:11]=[C:12]([C:16]2[CH:21]=[CH:20][CH:19]=[C:18]([NH:22][CH2:23][C:24]3[CH:29]=[CH:28][CH:27]=[CH:26][C:25]=3[CH2:30]C([O-])=O)[CH:17]=2)[CH:13]=[CH:14][CH:15]=1)=O)(C)(C)C.[C:34]([O-:37])(O)=[O:35].[Na+].[CH2:39](Cl)Cl, predict the reaction product. The product is: [NH2:8][CH2:9][C:10]1[CH:11]=[C:12]([C:16]2[CH:21]=[CH:20][CH:19]=[C:18]([NH:22][CH2:23][C:24]3[CH:29]=[CH:28][CH:27]=[CH:26][C:25]=3[CH2:30][C:34]([O:37][CH3:39])=[O:35])[CH:17]=2)[CH:13]=[CH:14][CH:15]=1. (2) Given the reactants C([O:4][C:5]1[CH:12]=[CH:11][C:8]([CH:9]=[CH2:10])=[CH:7][CH:6]=1)(=O)C.C[O-].[Na+].CO, predict the reaction product. The product is: [OH:4][C:5]1[CH:12]=[CH:11][C:8]([CH:9]=[CH2:10])=[CH:7][CH:6]=1. (3) The product is: [Cl:55][C:56]1[C:61]([F:62])=[C:60]([F:63])[CH:59]=[CH:58][C:57]=1[CH2:64][NH:65][C:8](=[O:10])[CH2:7][C:6]1[N:2]([CH3:1])[N:3]=[CH:4][C:5]=1[CH3:11]. Given the reactants [CH3:1][N:2]1[C:6]([CH2:7][C:8]([OH:10])=O)=[C:5]([CH3:11])[CH:4]=[N:3]1.CN1C=C(C)C(CC(O)=O)=N1.O.ON1C2C=CC=CC=2N=N1.Cl.C(N=C=NCCCN(C)C)C.C(N1CCOCC1)C.Cl.[Cl:55][C:56]1[C:61]([F:62])=[C:60]([F:63])[CH:59]=[CH:58][C:57]=1[CH2:64][NH2:65], predict the reaction product. (4) Given the reactants [Br:1][C:2]1[CH:7]=[C:6]([O:8][CH3:9])[CH:5]=[CH:4][C:3]=1[NH:10][C:11](=O)[C:12]1[CH:17]=[CH:16][C:15]([O:18][CH3:19])=[CH:14][CH:13]=1.COC1C=CC(P2(SP(C3C=CC(OC)=CC=3)(=S)S2)=[S:30])=CC=1, predict the reaction product. The product is: [Br:1][C:2]1[CH:7]=[C:6]([O:8][CH3:9])[CH:5]=[CH:4][C:3]=1[NH:10][C:11](=[S:30])[C:12]1[CH:17]=[CH:16][C:15]([O:18][CH3:19])=[CH:14][CH:13]=1. (5) Given the reactants [F:1][C:2]1[CH:7]=[CH:6][C:5]([O:8][CH2:9][CH2:10][CH3:11])=[C:4]([N+:12]([O-])=O)[CH:3]=1, predict the reaction product. The product is: [F:1][C:2]1[CH:7]=[CH:6][C:5]([O:8][CH2:9][CH2:10][CH3:11])=[C:4]([CH:3]=1)[NH2:12]. (6) Given the reactants [H-].[Na+].[N:3]1([C:9]([O:11][C:12]([CH3:15])([CH3:14])[CH3:13])=[O:10])[CH2:8][CH2:7][NH:6][CH2:5][CH2:4]1.Br[CH2:17][C:18]1[CH:23]=[CH:22][CH:21]=[CH:20][N:19]=1, predict the reaction product. The product is: [N:19]1[CH:20]=[CH:21][CH:22]=[CH:23][C:18]=1[CH2:17][N:6]1[CH2:7][CH2:8][N:3]([C:9]([O:11][C:12]([CH3:15])([CH3:14])[CH3:13])=[O:10])[CH2:4][CH2:5]1.